From a dataset of TCR-epitope binding with 47,182 pairs between 192 epitopes and 23,139 TCRs. Binary Classification. Given a T-cell receptor sequence (or CDR3 region) and an epitope sequence, predict whether binding occurs between them. (1) The epitope is RIFTIGTVTLK. The TCR CDR3 sequence is CASSQDGLGYGYTF. Result: 1 (the TCR binds to the epitope). (2) The epitope is IVTDFSVIK. The TCR CDR3 sequence is CASSPGTGAHEQYF. Result: 1 (the TCR binds to the epitope). (3) The epitope is NLSALGIFST. The TCR CDR3 sequence is CASSQPSGAVNNEQFF. Result: 1 (the TCR binds to the epitope). (4) The epitope is TPQDLNTML. The TCR CDR3 sequence is CASSSSRDISYEQYF. Result: 0 (the TCR does not bind to the epitope). (5) The epitope is PKYVKQNTLKLAT. The TCR CDR3 sequence is CASTLGPGRDQGAQHF. Result: 1 (the TCR binds to the epitope). (6) The epitope is ILHCANFNV. The TCR CDR3 sequence is CSVEDNGELFF. Result: 1 (the TCR binds to the epitope). (7) The epitope is KLSYGIATV. The TCR CDR3 sequence is CASSEDGTNYGYTF. Result: 1 (the TCR binds to the epitope). (8) The epitope is TEKSNIIRGW. The TCR CDR3 sequence is CASSLGGTETQYF. Result: 1 (the TCR binds to the epitope).